This data is from Full USPTO retrosynthesis dataset with 1.9M reactions from patents (1976-2016). The task is: Predict the reactants needed to synthesize the given product. Given the product [N:11]1[CH:16]=[CH:15][CH:14]=[CH:13][C:12]=1[CH2:17][CH2:18][C:19]1[CH:24]=[CH:23][C:22]([CH2:25][C:26]2[CH:2]=[C:1]([C:3]3[C:4]([NH2:9])=[N:5][CH:6]=[CH:7][CH:8]=3)[O:28][N:27]=2)=[CH:21][CH:20]=1, predict the reactants needed to synthesize it. The reactants are: [C:1]([C:3]1[C:4]([NH2:9])=[N:5][CH:6]=[CH:7][CH:8]=1)#[CH:2].Cl.[N:11]1[CH:16]=[CH:15][CH:14]=[CH:13][C:12]=1[CH2:17][CH2:18][C:19]1[CH:24]=[CH:23][C:22]([CH2:25][C:26](Cl)=[N:27][OH:28])=[CH:21][CH:20]=1.C(N(CC)CC)C.